From a dataset of Catalyst prediction with 721,799 reactions and 888 catalyst types from USPTO. Predict which catalyst facilitates the given reaction. (1) Reactant: Cl[C:2]1[CH:11]=[C:10]([C:12]([OH:14])=[O:13])[C:9]2[C:4](=[CH:5][CH:6]=[CH:7][CH:8]=2)[N:3]=1.[CH3:15][N:16]1[CH2:21][CH2:20][N:19]([C:22]2[N:27]=[CH:26][CH:25]=[CH:24][C:23]=2B2OC(C)(C)C(C)(C)O2)[CH2:18][CH2:17]1.C([O-])([O-])=O.[K+].[K+]. Product: [CH3:15][N:16]1[CH2:17][CH2:18][N:19]([C:22]2[N:27]=[CH:26][C:25]([C:2]3[CH:11]=[C:10]([C:12]([OH:14])=[O:13])[C:9]4[C:4](=[CH:5][CH:6]=[CH:7][CH:8]=4)[N:3]=3)=[CH:24][CH:23]=2)[CH2:20][CH2:21]1. The catalyst class is: 203. (2) Reactant: [C:1]([O:5][C:6]([N:8]1[CH2:13][CH2:12][CH:11]([N:14]2[C:18]3[CH:19]=[CH:20][CH:21]=[CH:22][C:17]=3[NH:16][C:15]2=[O:23])[CH2:10][CH2:9]1)=[O:7])([CH3:4])([CH3:3])[CH3:2].Cl.Cl[CH2:26][CH2:27][N:28]([CH3:30])[CH3:29].C([O-])([O-])=O.[K+].[K+]. Product: [C:1]([O:5][C:6]([N:8]1[CH2:13][CH2:12][CH:11]([N:14]2[C:18]3[CH:19]=[CH:20][CH:21]=[CH:22][C:17]=3[N:16]([CH2:26][CH2:27][N:28]([CH3:30])[CH3:29])[C:15]2=[O:23])[CH2:10][CH2:9]1)=[O:7])([CH3:4])([CH3:2])[CH3:3]. The catalyst class is: 3. (3) Reactant: [Br:1][C:2]1[C:3]([CH3:12])=[N:4][N:5]([CH2:8][C:9]([OH:11])=O)[C:6]=1[CH3:7].[NH:13]1[CH2:16][CH:15]([OH:17])[CH2:14]1.C1C=CC2N(O)N=NC=2C=1.C(Cl)CCl.C(N(C(C)C)C(C)C)C. Product: [Br:1][C:2]1[C:3]([CH3:12])=[N:4][N:5]([CH2:8][C:9]([N:13]2[CH2:16][CH:15]([OH:17])[CH2:14]2)=[O:11])[C:6]=1[CH3:7]. The catalyst class is: 31. (4) Product: [C:1]([O:5][C:6]([NH:8][C@@H:9]1[C:10](=[O:11])[N:12]2[CH2:16][C@H:15]([OH:17])[CH2:14][C@H:13]2[C:18](=[O:19])[NH:20][C@:21]2([C:32]([O:34][CH2:35][CH3:36])=[O:33])[CH2:23][C@H:22]2[CH2:24][C:25]([F:30])([F:31])[CH2:26][CH2:27][CH:39]=[CH:38][CH2:37]1)=[O:7])([CH3:3])([CH3:2])[CH3:4]. The catalyst class is: 68. Reactant: [C:1]([O:5][C:6]([NH:8][C@@H:9]([CH2:37][CH:38]=[CH2:39])[C:10]([N:12]1[CH2:16][C@H:15]([OH:17])[CH2:14][C@H:13]1[C:18]([NH:20][C@:21]1([C:32]([O:34][CH2:35][CH3:36])=[O:33])[CH2:23][C@H:22]1[CH2:24][C:25]([F:31])([F:30])[CH2:26][CH2:27]C=C)=[O:19])=[O:11])=[O:7])([CH3:4])([CH3:3])[CH3:2].SC1N=CC=CC=1C(O)=O.C(=O)(O)[O-].[Na+].O. (5) Reactant: [F:1][C:2]([F:7])([F:6])[C:3]([OH:5])=[O:4].[NH2:8][C:9]1[C:14]([CH2:15][N:16]2[C:21]([CH3:22])=[CH:20][C:19]([O:23][CH2:24][C:25]3[CH:30]=[CH:29][C:28]([F:31])=[CH:27][C:26]=3[F:32])=[C:18]([Cl:33])[C:17]2=[O:34])=[CH:13][N:12]=[C:11]([CH3:35])[N:10]=1.C(N(CC)CC)C.C([O:46][CH2:47][C:48](Cl)=[O:49])(=O)C. Product: [F:1][C:2]([F:7])([F:6])[C:3]([OH:5])=[O:4].[Cl:33][C:18]1[C:17](=[O:34])[N:16]([CH2:15][C:14]2[C:9]([NH:8][C:47](=[O:46])[CH2:48][OH:49])=[N:10][C:11]([CH3:35])=[N:12][CH:13]=2)[C:21]([CH3:22])=[CH:20][C:19]=1[O:23][CH2:24][C:25]1[CH:30]=[CH:29][C:28]([F:31])=[CH:27][C:26]=1[F:32]. The catalyst class is: 239. (6) Reactant: [Cl:1][C:2]1[N:7]=[C:6]([C:8]2[CH:26]=[CH:25][C:11]3[N:12]([CH2:15][CH2:16][NH:17]C(=O)OC(C)(C)C)[CH:13]=[N:14][C:10]=3[CH:9]=2)[CH:5]=[C:4]([CH:27]2[CH2:29][CH2:28]2)[CH:3]=1.[OH-].[Na+]. Product: [Cl:1][C:2]1[N:7]=[C:6]([C:8]2[CH:26]=[CH:25][C:11]3[N:12]([CH2:15][CH2:16][NH2:17])[CH:13]=[N:14][C:10]=3[CH:9]=2)[CH:5]=[C:4]([CH:27]2[CH2:29][CH2:28]2)[CH:3]=1. The catalyst class is: 67. (7) The catalyst class is: 301. Reactant: [Cl:1][C:2]1[C:30]([CH3:31])=[CH:29][C:5]([O:6][CH2:7][CH2:8][CH2:9][C:10]2[C:18]3[C:13](=[C:14]([C:19]4[O:20][CH:21]=[CH:22][CH:23]=4)[CH:15]=[CH:16][CH:17]=3)[NH:12][C:11]=2[C:24]([O:26]CC)=[O:25])=[CH:4][C:3]=1[CH3:32].[Li+].[OH-].O.CC#N.CC#N. Product: [Cl:1][C:2]1[C:3]([CH3:32])=[CH:4][C:5]([O:6][CH2:7][CH2:8][CH2:9][C:10]2[C:18]3[C:13](=[C:14]([C:19]4[O:20][CH:21]=[CH:22][CH:23]=4)[CH:15]=[CH:16][CH:17]=3)[NH:12][C:11]=2[C:24]([OH:26])=[O:25])=[CH:29][C:30]=1[CH3:31].